This data is from Forward reaction prediction with 1.9M reactions from USPTO patents (1976-2016). The task is: Predict the product of the given reaction. Given the reactants C([O:5][C:6]1[C:11]([CH2:12][N:13]2[CH2:18][CH2:17][C:16]([CH2:20][O:21][C:22]3[CH:27]=[CH:26][CH:25]=[CH:24][C:23]=3[Cl:28])([CH3:19])[CH2:15][CH2:14]2)=[N:10][CH:9]=[CH:8][N:7]=1)(C)(C)C.C(=O)([O-])[O-].[Na+].[Na+], predict the reaction product. The product is: [Cl:28][C:23]1[CH:24]=[CH:25][CH:26]=[CH:27][C:22]=1[O:21][CH2:20][C:16]1([CH3:19])[CH2:17][CH2:18][N:13]([CH2:12][C:11]2[C:6](=[O:5])[NH:7][CH:8]=[CH:9][N:10]=2)[CH2:14][CH2:15]1.